Regression. Given two drug SMILES strings and cell line genomic features, predict the synergy score measuring deviation from expected non-interaction effect. From a dataset of NCI-60 drug combinations with 297,098 pairs across 59 cell lines. (1) Drug 1: CN(CCCl)CCCl.Cl. Synergy scores: CSS=3.34, Synergy_ZIP=-1.07, Synergy_Bliss=-0.371, Synergy_Loewe=-2.21, Synergy_HSA=-1.29. Cell line: MDA-MB-435. Drug 2: C1=NNC2=C1C(=O)NC=N2. (2) Drug 1: C1CCN(CC1)CCOC2=CC=C(C=C2)C(=O)C3=C(SC4=C3C=CC(=C4)O)C5=CC=C(C=C5)O. Drug 2: N.N.Cl[Pt+2]Cl. Cell line: K-562. Synergy scores: CSS=10.5, Synergy_ZIP=-2.94, Synergy_Bliss=1.09, Synergy_Loewe=4.79, Synergy_HSA=4.47. (3) Drug 1: CC1C(C(=O)NC(C(=O)N2CCCC2C(=O)N(CC(=O)N(C(C(=O)O1)C(C)C)C)C)C(C)C)NC(=O)C3=C4C(=C(C=C3)C)OC5=C(C(=O)C(=C(C5=N4)C(=O)NC6C(OC(=O)C(N(C(=O)CN(C(=O)C7CCCN7C(=O)C(NC6=O)C(C)C)C)C)C(C)C)C)N)C. Drug 2: CC1=C(C(=CC=C1)Cl)NC(=O)C2=CN=C(S2)NC3=CC(=NC(=N3)C)N4CCN(CC4)CCO. Cell line: MCF7. Synergy scores: CSS=16.4, Synergy_ZIP=0.610, Synergy_Bliss=5.71, Synergy_Loewe=-1.19, Synergy_HSA=1.28. (4) Drug 1: C1=NC(=NC(=O)N1C2C(C(C(O2)CO)O)O)N. Drug 2: CC1CCCC2(C(O2)CC(NC(=O)CC(C(C(=O)C(C1O)C)(C)C)O)C(=CC3=CSC(=N3)C)C)C. Cell line: EKVX. Synergy scores: CSS=17.5, Synergy_ZIP=-0.00109, Synergy_Bliss=9.35, Synergy_Loewe=-13.7, Synergy_HSA=5.02.